This data is from Peptide-MHC class II binding affinity with 134,281 pairs from IEDB. The task is: Regression. Given a peptide amino acid sequence and an MHC pseudo amino acid sequence, predict their binding affinity value. This is MHC class II binding data. The peptide sequence is GGFFTSVGKGIHTVF. The MHC is DRB1_0404 with pseudo-sequence DRB1_0404. The binding affinity (normalized) is 0.444.